This data is from Peptide-MHC class II binding affinity with 134,281 pairs from IEDB. The task is: Regression. Given a peptide amino acid sequence and an MHC pseudo amino acid sequence, predict their binding affinity value. This is MHC class II binding data. (1) The peptide sequence is FTVFEAAFNNAIKAG. The MHC is HLA-DQA10101-DQB10501 with pseudo-sequence HLA-DQA10101-DQB10501. The binding affinity (normalized) is 0.333. (2) The peptide sequence is MAMGTMAGCGYLMFLK. The MHC is HLA-DQA10201-DQB10402 with pseudo-sequence HLA-DQA10201-DQB10402. The binding affinity (normalized) is 0.254. (3) The peptide sequence is NLADAVSKAPQLVPK. The MHC is DRB1_1101 with pseudo-sequence DRB1_1101. The binding affinity (normalized) is 0.440. (4) The peptide sequence is YDMFNLLLMKPLGIE. The MHC is H-2-IAb with pseudo-sequence H-2-IAb. The binding affinity (normalized) is 0.185. (5) The peptide sequence is AFKVAATAANAAIAN. The MHC is DRB1_0901 with pseudo-sequence DRB1_0901. The binding affinity (normalized) is 0.803. (6) The peptide sequence is ASTNDDEVLIEVNPP. The MHC is HLA-DQA10201-DQB10301 with pseudo-sequence HLA-DQA10201-DQB10301. The binding affinity (normalized) is 0.282. (7) The peptide sequence is GWIISNIFGAIPVLA. The MHC is DRB1_0404 with pseudo-sequence DRB1_0404. The binding affinity (normalized) is 0.784. (8) The peptide sequence is APKVAATAANAAPAN. The MHC is DRB1_0802 with pseudo-sequence DRB1_0802. The binding affinity (normalized) is 0.505.